The task is: Predict which catalyst facilitates the given reaction.. This data is from Catalyst prediction with 721,799 reactions and 888 catalyst types from USPTO. (1) The catalyst class is: 11. Reactant: [CH3:1][CH:2]([C:8]([CH3:10])=O)[C:3]([O:5][CH2:6][CH3:7])=[O:4].[CH2:11]([NH2:18])[C:12]1[CH:17]=[CH:16][CH:15]=[CH:14][CH:13]=1. Product: [CH2:11]([NH:18]/[C:8](/[CH3:10])=[C:2](/[CH3:1])\[C:3]([O:5][CH2:6][CH3:7])=[O:4])[C:12]1[CH:17]=[CH:16][CH:15]=[CH:14][CH:13]=1. (2) Reactant: [C:1]([O:5][C:6](=[O:13])[C@H:7]([CH2:9][CH:10]([CH3:12])[CH3:11])[NH2:8])([CH3:4])([CH3:3])[CH3:2].[S:14]1[CH:18]=[CH:17][CH:16]=[C:15]1[CH:19]=O. Product: [C:1]([O:5][C:6](=[O:13])[CH:7]([N:8]=[CH:19][C:15]1[S:14][CH:18]=[CH:17][CH:16]=1)[CH2:9][CH:10]([CH3:11])[CH3:12])([CH3:4])([CH3:3])[CH3:2]. The catalyst class is: 11. (3) Reactant: C(OC([N:8]1[C@H:12]([CH2:13][C:14]2[CH:19]=[CH:18][C:17]([C:20]3[CH:25]=[CH:24][CH:23]=[CH:22][CH:21]=3)=[CH:16][CH:15]=2)[CH2:11][CH:10]([CH2:26]OS(C2C=CC(C)=CC=2)(=O)=O)[C:9]1=[O:38])=O)(C)(C)C.[I-:39].[Na+]. Product: [C:17]1([C:20]2[CH:25]=[CH:24][CH:23]=[CH:22][CH:21]=2)[CH:18]=[CH:19][C:14]([CH2:13][C@H:12]2[NH:8][C:9](=[O:38])[CH:10]([CH2:26][I:39])[CH2:11]2)=[CH:15][CH:16]=1. The catalyst class is: 10. (4) Reactant: CC1C=CC(S([O:11][C:12]2[CH:17]=[CH:16][C:15]([Br:18])=[C:14]([O:19][CH2:20][CH2:21][N:22]3[CH2:27][CH2:26][CH2:25][CH2:24][CH2:23]3)[CH:13]=2)(=O)=O)=CC=1.[OH-].[K+].Cl.C(=O)(O)[O-].[Na+]. Product: [Br:18][C:15]1[CH:16]=[CH:17][C:12]([OH:11])=[CH:13][C:14]=1[O:19][CH2:20][CH2:21][N:22]1[CH2:27][CH2:26][CH2:25][CH2:24][CH2:23]1. The catalyst class is: 40. (5) Reactant: [Cl:1][C:2]1[CH:3]=[C:4]([N:13]([CH2:30][CH3:31])[C@H:14]2[CH2:19][CH2:18][C@H:17]([N:20]([CH3:29])[CH:21]([C:23]3[CH:24]=[N:25][CH:26]=[CH:27][CH:28]=3)[CH3:22])[CH2:16][CH2:15]2)[C:5]([CH3:12])=[C:6]([CH:11]=1)[C:7]([O:9]C)=[O:8].[OH-].[Na+]. Product: [Cl:1][C:2]1[CH:3]=[C:4]([N:13]([CH2:30][CH3:31])[C@H:14]2[CH2:19][CH2:18][C@H:17]([N:20]([CH3:29])[CH:21]([C:23]3[CH:24]=[N:25][CH:26]=[CH:27][CH:28]=3)[CH3:22])[CH2:16][CH2:15]2)[C:5]([CH3:12])=[C:6]([CH:11]=1)[C:7]([OH:9])=[O:8]. The catalyst class is: 14. (6) Reactant: Cl.[CH2:2]([C:4]1[S:24][C:7]2[N:8]=[C:9]([S:18][CH2:19][C:20]([O:22][CH3:23])=[O:21])[N:10]=[C:11]([N:12]3[CH2:17][CH2:16][NH:15][CH2:14][CH2:13]3)[C:6]=2[CH:5]=1)[CH3:3].C(N(C(C)C)CC)(C)C.[C:34]1([CH3:43])[CH:39]=[CH:38][CH:37]=[C:36]([C:40](Cl)=[O:41])[CH:35]=1. Product: [CH2:2]([C:4]1[S:24][C:7]2[N:8]=[C:9]([S:18][CH2:19][C:20]([O:22][CH3:23])=[O:21])[N:10]=[C:11]([N:12]3[CH2:17][CH2:16][N:15]([C:40](=[O:41])[C:36]4[CH:37]=[CH:38][CH:39]=[C:34]([CH3:43])[CH:35]=4)[CH2:14][CH2:13]3)[C:6]=2[CH:5]=1)[CH3:3]. The catalyst class is: 3. (7) Reactant: [CH3:1][O:2][C:3]1[CH:20]=[CH:19][C:6]([CH2:7][N:8]2[C:13](=[O:14])[CH2:12][CH2:11][C:10]([C:15]([O:17][CH3:18])=[O:16])=[CH:9]2)=[CH:5][CH:4]=1.[H][H]. Product: [CH3:1][O:2][C:3]1[CH:4]=[CH:5][C:6]([CH2:7][N:8]2[C:13](=[O:14])[CH2:12][CH2:11][CH:10]([C:15]([O:17][CH3:18])=[O:16])[CH2:9]2)=[CH:19][CH:20]=1. The catalyst class is: 29.